From a dataset of Reaction yield outcomes from USPTO patents with 853,638 reactions. Predict the reaction yield, written as a fraction of the theoretical maximum amount of product (1.0 means a 100% yield; for example, 0.34 means a 34% yield). (1) The reactants are [Cl:1][C:2]1[N:3]=[C:4](Cl)[C:5]2[CH2:11][O:10][CH2:9][CH:8]([C:12]3[CH:17]=[CH:16][CH:15]=[CH:14][CH:13]=3)[C:6]=2[N:7]=1.Cl.CN.[CH:22]([N:25](CC)C(C)C)(C)C. The catalyst is CO. The product is [Cl:1][C:2]1[N:3]=[C:4]([NH:25][CH3:22])[C:5]2[CH2:11][O:10][CH2:9][CH:8]([C:12]3[CH:17]=[CH:16][CH:15]=[CH:14][CH:13]=3)[C:6]=2[N:7]=1. The yield is 0.662. (2) The reactants are [C:1](=[NH:23])([O:3][CH2:4][CH2:5][C:6]1[CH:11]=[CH:10][C:9]([O:12][C:13]2[CH:14]=[N:15][C:16]([C:19]([F:22])([F:21])[F:20])=[CH:17][CH:18]=2)=[CH:8][CH:7]=1)[NH2:2].[CH2:24](/[C:26](=[CH:32]/O)/[C:27](OCC)=[O:28])[CH3:25].C([O-])([O-])=O.[K+].[K+]. The catalyst is CN(C=O)C. The product is [CH2:24]([C:26]1[C:27](=[O:28])[N:23]=[C:1]([O:3][CH2:4][CH2:5][C:6]2[CH:7]=[CH:8][C:9]([O:12][C:13]3[CH:14]=[N:15][C:16]([C:19]([F:22])([F:21])[F:20])=[CH:17][CH:18]=3)=[CH:10][CH:11]=2)[NH:2][CH:32]=1)[CH3:25]. The yield is 0.267.